This data is from Forward reaction prediction with 1.9M reactions from USPTO patents (1976-2016). The task is: Predict the product of the given reaction. (1) Given the reactants [F:1][C:2]([F:10])([F:9])[C:3]1[CH:7]=[C:6]([NH2:8])[O:5][N:4]=1.Cl[C:12]([O:14][C:15]([CH3:17])=[CH2:16])=[O:13].[Li+].C[Si]([N-][Si](C)(C)C)(C)C, predict the reaction product. The product is: [F:1][C:2]([F:10])([F:9])[C:3]1[CH:7]=[C:6]([NH:8][C:12](=[O:13])[O:14][C:15]([CH3:17])=[CH2:16])[O:5][N:4]=1. (2) The product is: [ClH:18].[CH3:20][O:14][C:13](=[O:15])[C@@H:2]([CH2:3][C:4]1[C:12]2[C:7](=[CH:8][CH:9]=[CH:10][CH:11]=2)[NH:6][CH:5]=1)[NH2:1]. Given the reactants [NH2:1][C@@H:2]([C:13]([OH:15])=[O:14])[CH2:3][C:4]1[C:12]2[C:7](=[CH:8][CH:9]=[CH:10][CH:11]=2)[NH:6][CH:5]=1.O=S(Cl)[Cl:18].[CH3:20]O, predict the reaction product. (3) Given the reactants [Br:1][C:2]1[CH:9]=[CH:8][C:5]([CH:6]=[O:7])=[CH:4][CH:3]=1.[CH2:10]([Mg]Br)[CH:11]([CH3:13])[CH3:12], predict the reaction product. The product is: [Br:1][C:2]1[CH:9]=[CH:8][C:5]([CH:6]([OH:7])[CH2:10][CH:11]([CH3:13])[CH3:12])=[CH:4][CH:3]=1. (4) Given the reactants [C:1]([C:9]1[CH:33]=[CH:32][C:12]([O:13][CH2:14][CH2:15][CH2:16][C:17]#[C:18][C:19]2[CH:24]=[CH:23][C:22]([CH2:25][C@H:26]([O:30][CH3:31])[C:27]([OH:29])=[O:28])=[CH:21][CH:20]=2)=[CH:11][CH:10]=1)(=O)[C:2]1[CH:7]=[CH:6][CH:5]=[CH:4][CH:3]=1.[NH2:34][OH:35], predict the reaction product. The product is: [OH:35][N:34]=[C:1]([C:2]1[CH:7]=[CH:6][CH:5]=[CH:4][CH:3]=1)[C:9]1[CH:33]=[CH:32][C:12]([O:13][CH2:14][CH2:15][CH2:16][C:17]#[C:18][C:19]2[CH:24]=[CH:23][C:22]([CH2:25][C@H:26]([O:30][CH3:31])[C:27]([OH:29])=[O:28])=[CH:21][CH:20]=2)=[CH:11][CH:10]=1. (5) The product is: [Br:35][C:36]1[CH:37]=[C:38]([CH:41]=[CH:42][CH:43]=1)[CH2:39][O:1][CH:2]1[CH:7]([C:8]2[CH:13]=[CH:12][C:11]([O:14][CH2:15][CH2:16][CH2:17][O:18][CH2:19][C:20]3[CH:25]=[CH:24][CH:23]=[CH:22][C:21]=3[O:26][CH3:27])=[CH:10][CH:9]=2)[CH2:6][CH2:5][N:4]([C:28]([O:30][C:31]([CH3:34])([CH3:33])[CH3:32])=[O:29])[CH2:3]1. Given the reactants [OH:1][CH:2]1[CH:7]([C:8]2[CH:13]=[CH:12][C:11]([O:14][CH2:15][CH2:16][CH2:17][O:18][CH2:19][C:20]3[CH:25]=[CH:24][CH:23]=[CH:22][C:21]=3[O:26][CH3:27])=[CH:10][CH:9]=2)[CH2:6][CH2:5][N:4]([C:28]([O:30][C:31]([CH3:34])([CH3:33])[CH3:32])=[O:29])[CH2:3]1.[Br:35][C:36]1[CH:37]=[C:38]([CH:41]=[CH:42][CH:43]=1)[CH2:39]Br, predict the reaction product. (6) Given the reactants [S:1]1[C:5]([CH:6]([NH:8][C:9]2[C:10]([CH3:21])=[N:11][O:12][C:13]=2[C:14]2[CH:19]=[CH:18][C:17](Br)=[CH:16][CH:15]=2)[CH3:7])=[CH:4][C:3]2[CH:22]=[CH:23][CH:24]=[CH:25][C:2]1=2.[CH2:26]([O:28][C:29](=[O:49])[CH2:30][C:31]1([C:34]2[CH:39]=[CH:38][C:37](B3OC(C)(C)C(C)(C)O3)=[CH:36][CH:35]=2)[CH2:33][CH2:32]1)[CH3:27], predict the reaction product. The product is: [CH2:26]([O:28][C:29](=[O:49])[CH2:30][C:31]1([C:34]2[CH:39]=[CH:38][C:37]([C:17]3[CH:18]=[CH:19][C:14]([C:13]4[O:12][N:11]=[C:10]([CH3:21])[C:9]=4[NH:8][CH:6]([C:5]4[S:1][C:2]5[CH:25]=[CH:24][CH:23]=[CH:22][C:3]=5[CH:4]=4)[CH3:7])=[CH:15][CH:16]=3)=[CH:36][CH:35]=2)[CH2:33][CH2:32]1)[CH3:27]. (7) Given the reactants [Cl:1][C:2]1[C:14]2[C:13](=[O:15])[C:12]3[CH:11]=[N:10][CH:9]=[CH:8][C:7]=3[C:6]=2[C:5]2[CH:16]=[CH:17][C:18]([OH:20])=[CH:19][C:4]=2[N:3]=1.C(=O)([O-])[O-].[K+].[K+].I[CH2:28][CH3:29], predict the reaction product. The product is: [Cl:1][C:2]1[C:14]2[C:13](=[O:15])[C:12]3[CH:11]=[N:10][CH:9]=[CH:8][C:7]=3[C:6]=2[C:5]2[CH:16]=[CH:17][C:18]([O:20][CH2:28][CH3:29])=[CH:19][C:4]=2[N:3]=1. (8) Given the reactants [Br:1][C:2]1[C:10]([O:11][CH2:12][CH:13]2[CH2:16][CH2:15][CH2:14]2)=[C:9]([Br:17])[CH:8]=[CH:7][C:3]=1[C:4]([OH:6])=[O:5].[C:18]1(=O)[CH2:23][CH2:22][CH2:21][C:20](=[O:24])[CH2:19]1.Cl.CN(C)CCCN=C=NCC.CN(C1C=CC=CN=1)C, predict the reaction product. The product is: [Br:1][C:2]1[C:10]([O:11][CH2:12][CH:13]2[CH2:14][CH2:15][CH2:16]2)=[C:9]([Br:17])[CH:8]=[CH:7][C:3]=1[C:4]([O:6][C:18]1[CH2:23][CH2:22][CH2:21][C:20](=[O:24])[CH:19]=1)=[O:5]. (9) Given the reactants Br[C:2]1[CH:3]=[C:4]2[C:12](=[CH:13][CH:14]=1)[NH:11][C:10]1[CH:9]([NH2:15])[CH2:8][CH2:7][CH2:6][C:5]2=1.Cl[C:17]1[N:22]=[CH:21][CH:20]=[CH:19][N:18]=1, predict the reaction product. The product is: [N:18]1[CH:19]=[CH:20][CH:21]=[N:22][C:17]=1[NH:15][CH:9]1[C:10]2[NH:11][C:12]3[C:4](=[CH:3][CH:2]=[CH:14][CH:13]=3)[C:5]=2[CH2:6][CH2:7][CH2:8]1. (10) The product is: [CH3:1][O:2][C:3]1[CH:8]=[CH:7][C:6]([O:17][CH3:16])=[CH:5][C:4]=1[C:9]1[NH:13][N:12]=[C:11]([S:14][CH2:15][C:31]2[CH:34]=[CH:35][CH:36]=[CH:37][C:30]=2[F:29])[N:10]=1. Given the reactants [CH3:1][O:2][C:3]1[CH:8]=[CH:7][CH:6]=[CH:5][C:4]=1[C:9]1[NH:13][N:12]=[C:11]([S:14][CH3:15])[N:10]=1.[CH3:16][O:17]C1C=CC(OC)=CC=1C(O)=O.[F:29][C:30]1[CH:37]=[CH:36][CH:35]=[CH:34][C:31]=1CCl, predict the reaction product.